Dataset: Catalyst prediction with 721,799 reactions and 888 catalyst types from USPTO. Task: Predict which catalyst facilitates the given reaction. (1) Reactant: C[O:2][C:3](=[O:20])[C:4]1[C:9]([N+:10]([O-:12])=[O:11])=[CH:8][CH:7]=[CH:6][C:5]=1[CH2:13][N:14]1[CH2:19][CH2:18][O:17][CH2:16][CH2:15]1.[OH-].[Na+].CO. Product: [N:14]1([CH2:13][C:5]2[CH:6]=[CH:7][CH:8]=[C:9]([N+:10]([O-:12])=[O:11])[C:4]=2[C:3]([OH:20])=[O:2])[CH2:19][CH2:18][O:17][CH2:16][CH2:15]1. The catalyst class is: 6. (2) Reactant: ClC1C=C(C=CC=1[C:11]1[CH:20]=[CH:19][C:18]2[C:13](=[CH:14][CH:15]=[C:16]([O:21][CH3:22])[CH:17]=2)[N:12]=1)C(O)=O.[F:23][C:24]1[CH:25]=[C:26]([CH:31]=[CH:32][C:33]=1B1OC(C)(C)C(C)(C)O1)[C:27]([O:29][CH3:30])=[O:28].C(=O)([O-])[O-].[Na+].[Na+]. Product: [F:23][C:24]1[CH:25]=[C:26]([CH:31]=[CH:32][C:33]=1[C:11]1[CH:20]=[CH:19][C:18]2[C:13](=[CH:14][CH:15]=[C:16]([O:21][CH3:22])[CH:17]=2)[N:12]=1)[C:27]([O:29][CH3:30])=[O:28]. The catalyst class is: 117. (3) Reactant: [CH3:1][O:2][C:3]1[CH:4]=[C:5]([OH:10])[CH:6]=[C:7]([OH:9])[CH:8]=1.Br[CH2:12][C:13]([O:15][CH2:16][CH3:17])=[O:14].[H-].[Na+]. Product: [CH3:1][O:2][C:3]1[CH:8]=[C:7]([O:9][CH2:12][C:13]([O:15][CH2:16][CH3:17])=[O:14])[CH:6]=[C:5]([O:10][CH2:12][C:13]([O:15][CH2:16][CH3:17])=[O:14])[CH:4]=1. The catalyst class is: 435. (4) Reactant: [CH2:1]([CH:8]1[O:13][CH2:12][CH2:11][N:10]([CH2:14][C:15]2[CH:20]=[CH:19][C:18](Br)=[CH:17][CH:16]=2)[CH2:9]1)[C:2]1[CH:7]=[CH:6][CH:5]=[CH:4][CH:3]=1.[F:22][C:23]([F:34])([F:33])[C:24]1[CH:29]=[CH:28][CH:27]=[CH:26][C:25]=1B(O)O.C(=O)([O-])[O-].[Na+].[Na+].C1(C)C=CC=CC=1. Product: [CH2:1]([CH:8]1[O:13][CH2:12][CH2:11][N:10]([CH2:14][C:15]2[CH:20]=[CH:19][C:18]([C:25]3[CH:26]=[CH:27][CH:28]=[CH:29][C:24]=3[C:23]([F:34])([F:33])[F:22])=[CH:17][CH:16]=2)[CH2:9]1)[C:2]1[CH:7]=[CH:6][CH:5]=[CH:4][CH:3]=1. The catalyst class is: 461. (5) Reactant: Cl.[F:2][C:3]1[C:13]([F:14])=[C:7]([C:8]([O:10]CC)=O)[C:6]([NH2:15])=[CH:5][CH:4]=1.Cl.[C:17]([C:19]([O:21][CH2:22][CH3:23])=[O:20])#[N:18].C(O)C. Product: [F:14][C:13]1[C:3]([F:2])=[CH:4][CH:5]=[C:6]2[C:7]=1[C:8](=[O:10])[NH:18][C:17]([C:19]([O:21][CH2:22][CH3:23])=[O:20])=[N:15]2. The catalyst class is: 15. (6) Reactant: C(N(C(C)C)CC)(C)C.C1CCN2C(=NCCC2)CC1.C([O:23][C:24](=O)[CH2:25][C:26]([C:28]1[C:29]([NH:36][CH:37]2[CH2:41][CH2:40][CH2:39][CH2:38]2)=[N:30][C:31]([S:34][CH3:35])=[N:32][CH:33]=1)=[O:27])C.Cl. Product: [CH:37]1([N:36]2[C:29]3[N:30]=[C:31]([S:34][CH3:35])[N:32]=[CH:33][C:28]=3[C:26]([OH:27])=[CH:25][C:24]2=[O:23])[CH2:41][CH2:40][CH2:39][CH2:38]1. The catalyst class is: 25. (7) Reactant: [CH3:1][O:2][C:3](=[O:14])[C:4]1[CH:9]=[CH:8][C:7](F)=[C:6]([N+:11]([O-:13])=[O:12])[CH:5]=1.CN(C=O)C.C(=O)([O-])[O-].[K+].[K+].[NH2:26][CH:27]([CH2:30][CH3:31])[CH2:28][CH3:29]. Product: [CH3:1][O:2][C:3](=[O:14])[C:4]1[CH:9]=[CH:8][C:7]([NH:26][CH:27]([CH2:30][CH3:31])[CH2:28][CH3:29])=[C:6]([N+:11]([O-:13])=[O:12])[CH:5]=1. The catalyst class is: 6.